Predict the reactants needed to synthesize the given product. From a dataset of Full USPTO retrosynthesis dataset with 1.9M reactions from patents (1976-2016). (1) Given the product [Cl:12][C:13]1[C:19]([Cl:20])=[CH:18][CH:17]=[CH:16][C:14]=1[NH:15][C:2]1[CH:7]=[CH:6][CH:5]=[CH:4][C:3]=1[CH2:8][C:9]([OH:11])=[O:10], predict the reactants needed to synthesize it. The reactants are: Br[C:2]1[CH:7]=[CH:6][CH:5]=[CH:4][C:3]=1[CH2:8][C:9]([OH:11])=[O:10].[Cl:12][C:13]1[C:19]([Cl:20])=[CH:18][CH:17]=[CH:16][C:14]=1[NH2:15]. (2) Given the product [CH3:12][O:13][C:14](=[O:34])[C:15]1[CH:20]=[C:19]([C:21](=[O:23])[CH3:22])[C:18]([O:11][N:10]=[C:8]([CH3:9])[CH3:7])=[C:17]([F:25])[C:16]=1[NH:26][C:27]1[CH:32]=[CH:31][CH:30]=[CH:29][C:28]=1[Cl:33], predict the reactants needed to synthesize it. The reactants are: CC([O-])(C)C.[K+].[CH3:7][C:8](=[N:10][OH:11])[CH3:9].[CH3:12][O:13][C:14](=[O:34])[C:15]1[CH:20]=[C:19]([C:21](=[O:23])[CH3:22])[C:18](F)=[C:17]([F:25])[C:16]=1[NH:26][C:27]1[CH:32]=[CH:31][CH:30]=[CH:29][C:28]=1[Cl:33]. (3) Given the product [Cl:23][C:7]1[CH:8]=[C:9]([C:12]([NH:14][CH2:15][C:16]2[CH:21]=[CH:20][CH:19]=[C:18]([OH:22])[CH:17]=2)=[O:13])[CH:10]=[CH:11][C:6]=1[C:5]([NH:4][C@H:3]([C:25]([OH:27])=[O:26])[CH2:2][NH:1][CH:31]=[N:30][NH2:29])=[O:24], predict the reactants needed to synthesize it. The reactants are: [NH2:1][CH2:2][C@@H:3]([C:25]([O:27]C)=[O:26])[NH:4][C:5](=[O:24])[C:6]1[CH:11]=[CH:10][C:9]([C:12]([NH:14][CH2:15][C:16]2[CH:21]=[CH:20][CH:19]=[C:18]([OH:22])[CH:17]=2)=[O:13])=[CH:8][C:7]=1[Cl:23].[NH2:29][N:30]=[CH:31]S(O)(=O)=O.O.[OH-].[Li+]. (4) The reactants are: [OH:1][C:2]1[CH:3]=[C:4]2[C:13](=[C:14]([OH:16])[CH:15]=1)[C:12](=[O:17])[C:11]1[C:6](=[CH:7][CH:8]=[C:9]3[CH:21]=[CH:20][CH:19]=[CH:18][C:10]3=1)[O:5]2.[CH2:22]([CH:24]1[O:26][CH2:25]1)Cl. Given the product [OH:16][C:14]1[CH:15]=[C:2]([O:1][CH2:22][CH:24]2[CH2:25][O:26]2)[CH:3]=[C:4]2[C:13]=1[C:12](=[O:17])[C:11]1[C:6](=[CH:7][CH:8]=[C:9]3[CH:21]=[CH:20][CH:19]=[CH:18][C:10]3=1)[O:5]2, predict the reactants needed to synthesize it. (5) Given the product [C:16]([C:17]1[CH:24]=[CH:23][C:20]([CH2:21][NH:22][C:10](=[O:12])[CH:9]([C:3]2[CH:4]=[C:5]([CH3:8])[CH:6]=[CH:7][C:2]=2[F:1])[O:13][CH3:14])=[CH:19][CH:18]=1)#[N:15], predict the reactants needed to synthesize it. The reactants are: [F:1][C:2]1[CH:7]=[CH:6][C:5]([CH3:8])=[CH:4][C:3]=1[CH:9]([O:13][CH3:14])[C:10]([OH:12])=O.[NH2:15][CH2:16][C:17]1[CH:24]=[CH:23][C:20]([C:21]#[N:22])=[CH:19][CH:18]=1. (6) Given the product [Cl:32][C:27]1[CH:26]=[C:25]([C@@H:24]2[O:23][CH2:22][CH2:21][N:20]([C:33]([O:35][C:36]([CH3:37])([CH3:39])[CH3:38])=[O:34])[CH2:19][C@H:18]2[CH2:17][N:13]2[CH:14]=[CH:15][CH:16]=[C:11]([C:9]3[NH:42][C:1](=[O:4])[O:2][N:10]=3)[C:12]2=[O:40])[CH:30]=[CH:29][C:28]=1[Cl:31], predict the reactants needed to synthesize it. The reactants are: [C:1](=[O:4])([O-])[OH:2].[Na+].Cl.NO.[C:9]([C:11]1[C:12](=[O:40])[N:13]([CH2:17][C@H:18]2[C@H:24]([C:25]3[CH:30]=[CH:29][C:28]([Cl:31])=[C:27]([Cl:32])[CH:26]=3)[O:23][CH2:22][CH2:21][N:20]([C:33]([O:35][C:36]([CH3:39])([CH3:38])[CH3:37])=[O:34])[CH2:19]2)[CH:14]=[CH:15][CH:16]=1)#[N:10].C1(C2CCCCCCCCCC=2)CCCCCCCCN[N:42]=1.